From a dataset of Full USPTO retrosynthesis dataset with 1.9M reactions from patents (1976-2016). Predict the reactants needed to synthesize the given product. (1) Given the product [Cl:1][C:2]1[N:3]=[C:4]([OH:11])[CH:5]=[CH:6][C:7]=1[N+:8]([O-:10])=[O:9], predict the reactants needed to synthesize it. The reactants are: [Cl:1][C:2]1[C:7]([N+:8]([O-:10])=[O:9])=[CH:6][CH:5]=[C:4]([O:11]C)[N:3]=1.[OH-].[Na+]. (2) Given the product [Cl:1][C:2]1[CH:3]=[CH:4][C:5]([C@@:8]2([CH3:41])[C@:12]([C:14]3[CH:19]=[CH:18][C:17]([Cl:20])=[CH:16][CH:15]=3)([CH3:13])[N:11]([C:21]([N:47]3[CH2:48][CH2:49][N:44]([CH2:50][CH2:51][NH:52][S:53]([CH3:56])(=[O:55])=[O:54])[CH2:45][CH2:46]3)=[O:22])[C:10]([C:24]3[CH:29]=[CH:28][C:27]([S:30]([N:33]4[CH2:34][CH2:35][CH2:36][CH2:37]4)(=[O:31])=[O:32])=[CH:26][C:25]=3[O:38][CH2:39][CH3:40])=[N:9]2)=[CH:6][CH:7]=1, predict the reactants needed to synthesize it. The reactants are: [Cl:1][C:2]1[CH:7]=[CH:6][C:5]([C:8]2([CH3:41])[C:12]([C:14]3[CH:19]=[CH:18][C:17]([Cl:20])=[CH:16][CH:15]=3)([CH3:13])[N:11]([C:21](Cl)=[O:22])[C:10]([C:24]3[CH:29]=[CH:28][C:27]([S:30]([N:33]4[CH2:37][CH2:36][CH2:35][CH2:34]4)(=[O:32])=[O:31])=[CH:26][C:25]=3[O:38][CH2:39][CH3:40])=[N:9]2)=[CH:4][CH:3]=1.Cl.Cl.[N:44]1([CH2:50][CH2:51][NH:52][S:53]([CH3:56])(=[O:55])=[O:54])[CH2:49][CH2:48][NH:47][CH2:46][CH2:45]1. (3) The reactants are: [N:1]([CH2:4][CH2:5][C@@H:6]([O:12][C:13]1[CH:20]=[C:19]([Cl:21])[C:18]([F:22])=[CH:17][C:14]=1[C:15]#[N:16])[C:7]1[CH:11]=[CH:10][S:9][CH:8]=1)=[N+]=[N-].C1(P(C2C=CC=CC=2)C2C=CC=CC=2)C=CC=CC=1.O.[C:43]([OH:48])(=[O:47])[C:44]([OH:46])=[O:45]. Given the product [C:43]([OH:48])(=[O:47])[C:44]([OH:46])=[O:45].[NH2:1][CH2:4][CH2:5][C@@H:6]([O:12][C:13]1[CH:20]=[C:19]([Cl:21])[C:18]([F:22])=[CH:17][C:14]=1[C:15]#[N:16])[C:7]1[CH:11]=[CH:10][S:9][CH:8]=1, predict the reactants needed to synthesize it. (4) Given the product [Br:14][C:15]1[C:16]([F:22])=[C:17]([C:18]([F:21])=[CH:19][CH:20]=1)[CH:11]=[O:12], predict the reactants needed to synthesize it. The reactants are: C([N-]C(C)C)(C)C.[Li+].C1C[O:12][CH2:11]C1.[Br:14][C:15]1[CH:20]=[CH:19][C:18]([F:21])=[CH:17][C:16]=1[F:22].CN(C=O)C. (5) Given the product [NH2:2][C:3]1[C:4]2[C:14]([O:15][CH2:16][C:17]([NH:20][C:29](=[O:30])[C:28]3[CH:32]=[CH:33][N:34]=[C:26]([N:21]4[CH:25]=[CH:24][CH:23]=[N:22]4)[CH:27]=3)([CH3:18])[CH3:19])=[CH:13][CH:12]=[CH:11][C:5]=2[NH:6][S:7](=[O:10])(=[O:9])[N:8]=1, predict the reactants needed to synthesize it. The reactants are: Cl.[NH2:2][C:3]1[C:4]2[C:14]([O:15][CH2:16][C:17]([NH2:20])([CH3:19])[CH3:18])=[CH:13][CH:12]=[CH:11][C:5]=2[NH:6][S:7](=[O:10])(=[O:9])[N:8]=1.[N:21]1([C:26]2[CH:27]=[C:28]([CH:32]=[CH:33][N:34]=2)[C:29](O)=[O:30])[CH:25]=[CH:24][CH:23]=[N:22]1. (6) Given the product [CH3:1][C:2]1[CH:9]=[CH:8][C:5]([CH:6]([OH:7])[CH2:13][N+:10]([O-:12])=[O:11])=[CH:4][CH:3]=1, predict the reactants needed to synthesize it. The reactants are: [CH3:1][C:2]1[CH:9]=[CH:8][C:5]([CH:6]=[O:7])=[CH:4][CH:3]=1.[N+:10]([CH3:13])([O-:12])=[O:11].[OH-].[Na+].C(O)(=O)C.